Dataset: Full USPTO retrosynthesis dataset with 1.9M reactions from patents (1976-2016). Task: Predict the reactants needed to synthesize the given product. Given the product [CH3:26][S:23]([C:21]1[CH:20]=[CH:19][C:18]([O:27][CH2:28][C:29]2[CH:30]=[CH:31][C:32]([F:35])=[CH:33][CH:34]=2)=[C:17]([C:12]2[N:11]([C:7]3[CH:6]=[C:5]([CH:10]=[CH:9][CH:8]=3)[C:4]([OH:36])=[O:3])[C:15]([CH3:16])=[CH:14][CH:13]=2)[CH:22]=1)(=[O:24])=[O:25], predict the reactants needed to synthesize it. The reactants are: C([O:3][C:4](=[O:36])[C:5]1[CH:10]=[CH:9][CH:8]=[C:7]([N:11]2[C:15]([CH3:16])=[CH:14][CH:13]=[C:12]2[C:17]2[CH:22]=[C:21]([S:23]([CH3:26])(=[O:25])=[O:24])[CH:20]=[CH:19][C:18]=2[O:27][CH2:28][C:29]2[CH:34]=[CH:33][C:32]([F:35])=[CH:31][CH:30]=2)[CH:6]=1)C.C(O)C.